This data is from Forward reaction prediction with 1.9M reactions from USPTO patents (1976-2016). The task is: Predict the product of the given reaction. (1) Given the reactants [Br:1][C:2]1[CH:3]=[CH:4][C:5]([OH:22])=[C:6]([CH:8]([C:13]([C:15]2[CH:20]=[CH:19][C:18]([F:21])=[CH:17][CH:16]=2)=O)[C:9]([O:11][CH3:12])=[O:10])[CH:7]=1.Cl, predict the reaction product. The product is: [Br:1][C:2]1[CH:3]=[CH:4][C:5]2[O:22][C:13]([C:15]3[CH:16]=[CH:17][C:18]([F:21])=[CH:19][CH:20]=3)=[C:8]([C:9]([O:11][CH3:12])=[O:10])[C:6]=2[CH:7]=1. (2) Given the reactants C(O)(C(F)(F)F)=O.C(OC(=O)[NH:14][C@@H:15]([CH3:29])[CH2:16][O:17][C:18]1[C:23]([F:24])=[CH:22][CH:21]=[C:20]([N+:25]([O-:27])=[O:26])[C:19]=1F)(C)(C)C.C1(C)C=CC=CC=1, predict the reaction product. The product is: [F:24][C:23]1[C:18]2[O:17][CH2:16][C@H:15]([CH3:29])[NH:14][C:19]=2[C:20]([N+:25]([O-:27])=[O:26])=[CH:21][CH:22]=1. (3) Given the reactants Cl[C:2]1[C:11]2[C:6](=[CH:7][CH:8]=[CH:9][CH:10]=2)[N:5]=[C:4]([CH3:12])[N:3]=1.[N+:13]([C:16]1[CH:21]=[CH:20][C:19]([NH:22][CH3:23])=[CH:18][CH:17]=1)([O-:15])=[O:14].[H-].[Na+], predict the reaction product. The product is: [CH3:12][C:4]1[N:3]=[C:2]([N:22]([C:19]2[CH:18]=[CH:17][C:16]([N+:13]([O-:15])=[O:14])=[CH:21][CH:20]=2)[CH3:23])[C:11]2[C:6](=[CH:7][CH:8]=[CH:9][CH:10]=2)[N:5]=1.